From a dataset of Experimentally validated miRNA-target interactions with 360,000+ pairs, plus equal number of negative samples. Binary Classification. Given a miRNA mature sequence and a target amino acid sequence, predict their likelihood of interaction. (1) The miRNA is hsa-miR-4536-5p with sequence UGUGGUAGAUAUAUGCACGAU. The protein sequence of the target gene is MAGCIPEEKTYRRFLELFLGEFRGPCGGGEPEPEPEPEPEPEPESEPEPEPELVEAEAAEASVEEPGEEAATVAATEEGDQEQDPEPEEEAAVEGEEEEEGAATAAAAPGHSAVPPPPPQLPPLPPLPRPLSERITREEVEGESLDLCLQQLYKYNCPSFLAAALARATSDEVLQSDLSAHYIPKETDGTEGTVEIETVKLARSVFSKLHEICCSWVKDFPLRRRPQLYYETSIHAIKNMRRKMEDKHVCIPDFNMLFNLEDQEEQAYFAVFDGHGGVDAAIYASIHLHVNLVRQEMFPH.... Result: 0 (no interaction). (2) The miRNA is hsa-miR-3689c with sequence CUGGGAGGUGUGAUAUUGUGGU. The protein sequence of the target gene is MVTRTRPVAAMAVRSRSSSRTGTAYLLLVLCEVSWAQIFSFPFRRPETCDFNQYFDISALSCAPCGANQRRDALGTSCVCLPGYHMISNNGGPSIICKKCPENMKGVTKDGWDCISCPSGLTAEGKCHCPTGHILVERNVSGSLLAQATCELCDESENSFTKANALGTRCVRCEPTFVNTSRSCSCSEPHTLTGGLCFSNTGNFHQRVISTARYGELGMSLNSEWFAKYLQATAAACWTHANLTSCQALGNMCVMNMNSYDSTTLDACRLFHYIFESTAGLISVHSVPFWRQNLPWLFYG.... Result: 0 (no interaction).